Task: Binary Classification. Given a T-cell receptor sequence (or CDR3 region) and an epitope sequence, predict whether binding occurs between them.. Dataset: TCR-epitope binding with 47,182 pairs between 192 epitopes and 23,139 TCRs (1) Result: 0 (the TCR does not bind to the epitope). The TCR CDR3 sequence is CASSLSGTGSQETQYF. The epitope is YYRRATRRIR. (2) The epitope is MPASWVMRI. The TCR CDR3 sequence is CASSPEGLMNTEAFF. Result: 1 (the TCR binds to the epitope). (3) The epitope is QYDPVAALF. The TCR CDR3 sequence is CASSQGPGQGANYGYTF. Result: 0 (the TCR does not bind to the epitope). (4) The epitope is IPRRNVATL. The TCR CDR3 sequence is CASSQARDRAGYTEAFF. Result: 0 (the TCR does not bind to the epitope). (5) The epitope is RLRPGGKKK. The TCR CDR3 sequence is CASSFTTLGEQYF. Result: 0 (the TCR does not bind to the epitope). (6) The epitope is YLDAYNMMI. The TCR CDR3 sequence is CSVEAEGQGARLSYNEQFF. Result: 1 (the TCR binds to the epitope). (7) The epitope is TSNQVAVLY. The TCR CDR3 sequence is CSVEWASGSSLNYEQYF. Result: 0 (the TCR does not bind to the epitope). (8) The epitope is TPRVTGGGAM. The TCR CDR3 sequence is CASKLGRSHYGYTF. Result: 0 (the TCR does not bind to the epitope). (9) The epitope is IVTDFSVIK. The TCR CDR3 sequence is CASSVEGAGGANVLTF. Result: 1 (the TCR binds to the epitope). (10) The epitope is TPINLVRDL. The TCR CDR3 sequence is CASSSGTGVDTEAFF. Result: 1 (the TCR binds to the epitope).